The task is: Predict the reactants needed to synthesize the given product.. This data is from Full USPTO retrosynthesis dataset with 1.9M reactions from patents (1976-2016). (1) Given the product [CH3:15][N:16]([CH3:36])[C:17]([C@@H:19]1[C@H:24]([NH:25][C:26]2[C:31]([Cl:32])=[CH:30][N:29]=[C:28]3[NH:33][C:7]([C:6]4[S:5][C:4]([N:9]5[CH2:14][CH2:13][O:12][CH2:11][CH2:10]5)=[N:3][C:2]=4[Cl:1])=[N:34][C:27]=23)[C@@H:23]2[CH2:35][C@H:20]1[CH:21]=[CH:22]2)=[O:18], predict the reactants needed to synthesize it. The reactants are: [Cl:1][C:2]1[N:3]=[C:4]([N:9]2[CH2:14][CH2:13][O:12][CH2:11][CH2:10]2)[S:5][C:6]=1[CH:7]=O.[CH3:15][N:16]([CH3:36])[C:17]([C@@H:19]1[C@H:24]([NH:25][C:26]2[C:31]([Cl:32])=[CH:30][N:29]=[C:28]([NH2:33])[C:27]=2[NH2:34])[C@@H:23]2[CH2:35][C@H:20]1[CH:21]=[CH:22]2)=[O:18].C([O-])(=O)C.[NH4+]. (2) Given the product [CH3:3][O:2]/[N:4]=[C:12](\[C:9]1[CH:10]=[CH:11][C:6]([Cl:5])=[CH:7][CH:8]=1)/[CH2:13][N:14]1[CH:18]=[CH:17][CH:16]=[N:15]1, predict the reactants needed to synthesize it. The reactants are: Cl.[O:2]([NH2:4])[CH3:3].[Cl:5][C:6]1[CH:11]=[CH:10][C:9]([C:12](=O)[CH2:13][N:14]2[CH:18]=[CH:17][CH:16]=[N:15]2)=[CH:8][CH:7]=1. (3) The reactants are: [C:1]([O:5][C:6]([N:8]1[CH2:13][CH2:12][N:11]([CH2:14][C:15]2[C:23]([O:24][CH3:25])=[CH:22][CH:21]=[C:20]3[C:16]=2[CH:17]=[C:18]([C:35]([O:37]CC)=[O:36])[N:19]3[S:26]([C:29]2[CH:34]=[CH:33][CH:32]=[CH:31][CH:30]=2)(=[O:28])=[O:27])[CH2:10][CH2:9]1)=[O:7])([CH3:4])([CH3:3])[CH3:2].[OH-].[Li+:41].O. Given the product [C:1]([O:5][C:6]([N:8]1[CH2:13][CH2:12][N:11]([CH2:14][C:15]2[C:23]([O:24][CH3:25])=[CH:22][CH:21]=[C:20]3[C:16]=2[CH:17]=[C:18]([C:35]([O-:37])=[O:36])[N:19]3[S:26]([C:29]2[CH:34]=[CH:33][CH:32]=[CH:31][CH:30]=2)(=[O:27])=[O:28])[CH2:10][CH2:9]1)=[O:7])([CH3:4])([CH3:2])[CH3:3].[Li+:41], predict the reactants needed to synthesize it. (4) Given the product [C:34]1([C:32]2[N:33]=[C:27]([CH:13]3[CH2:14][CH:15]([C:17]4[CH:18]=[CH:19][C:20]([C:23]([F:26])([F:24])[F:25])=[CH:21][CH:22]=4)[CH2:16][N:11]([C:9]([N:6]4[CH2:7][CH2:8][CH:3]([C:1]#[N:2])[CH2:4][CH2:5]4)=[O:10])[CH2:12]3)[O:28][N:31]=2)[CH:39]=[CH:38][CH:37]=[CH:36][CH:35]=1, predict the reactants needed to synthesize it. The reactants are: [C:1]([CH:3]1[CH2:8][CH2:7][N:6]([C:9]([N:11]2[CH2:16][CH:15]([C:17]3[CH:22]=[CH:21][C:20]([C:23]([F:26])([F:25])[F:24])=[CH:19][CH:18]=3)[CH2:14][CH:13]([C:27](O)=[O:28])[CH2:12]2)=[O:10])[CH2:5][CH2:4]1)#[N:2].O[N:31]=[C:32]([C:34]1[CH:39]=[CH:38][CH:37]=[CH:36][CH:35]=1)[NH2:33]. (5) Given the product [CH2:16]([C:18]([C:22]1[CH:27]=[CH:26][C:25]([O:6][S:3]([C:2]([F:15])([F:14])[F:1])(=[O:5])=[O:4])=[C:24]([O:29][CH3:30])[CH:23]=1)([OH:21])[CH2:19][CH3:20])[CH3:17], predict the reactants needed to synthesize it. The reactants are: [F:1][C:2]([F:15])([F:14])[S:3]([O:6]S(C(F)(F)F)(=O)=O)(=[O:5])=[O:4].[CH2:16]([C:18]([C:22]1[CH:27]=[CH:26][C:25](O)=[C:24]([O:29][CH3:30])[CH:23]=1)([OH:21])[CH2:19][CH3:20])[CH3:17].